This data is from Peptide-MHC class II binding affinity with 134,281 pairs from IEDB. The task is: Regression. Given a peptide amino acid sequence and an MHC pseudo amino acid sequence, predict their binding affinity value. This is MHC class II binding data. (1) The peptide sequence is TNFKYNYSVIEGGPI. The MHC is HLA-DQA10501-DQB10201 with pseudo-sequence HLA-DQA10501-DQB10201. The binding affinity (normalized) is 0.250. (2) The peptide sequence is RRVFHGVAKNPVVDG. The MHC is DRB1_0404 with pseudo-sequence DRB1_0404. The binding affinity (normalized) is 0.365. (3) The peptide sequence is MNIKLQMPLYVAGYK. The MHC is DRB1_0901 with pseudo-sequence DRB1_0901. The binding affinity (normalized) is 0.695. (4) The peptide sequence is AVFEAALTKAITAMS. The MHC is HLA-DQA10101-DQB10501 with pseudo-sequence HLA-DQA10101-DQB10501. The binding affinity (normalized) is 0. (5) The peptide sequence is KLIEDINVGFKAAVA. The MHC is HLA-DPA10201-DPB10101 with pseudo-sequence HLA-DPA10201-DPB10101. The binding affinity (normalized) is 0.279. (6) The peptide sequence is EIYKRWIIMG. The MHC is DRB1_0405 with pseudo-sequence DRB1_0405. The binding affinity (normalized) is 0.189. (7) The peptide sequence is ARIMLDNINMPNGLIAQF. The MHC is DRB1_0101 with pseudo-sequence DRB1_0101. The binding affinity (normalized) is 0.127.